This data is from Forward reaction prediction with 1.9M reactions from USPTO patents (1976-2016). The task is: Predict the product of the given reaction. (1) Given the reactants [C:1]1([NH:7][S:8]([C:11]2[CH:16]=[CH:15][CH:14]=[CH:13][C:12]=2[CH:17]=[CH:18][C:19]([OH:21])=O)(=[O:10])=[O:9])[CH:6]=[CH:5][CH:4]=[CH:3][CH:2]=1.[Cl:22]CCl, predict the reaction product. The product is: [C:1]1([NH:7][S:8]([C:11]2[CH:16]=[CH:15][CH:14]=[CH:13][C:12]=2[CH:17]=[CH:18][C:19]([Cl:22])=[O:21])(=[O:10])=[O:9])[CH:6]=[CH:5][CH:4]=[CH:3][CH:2]=1. (2) Given the reactants [CH:1]([C:3]1[CH:8]=[C:7]([C:9]([O:11][CH2:12][CH3:13])=[O:10])[CH:6]=[CH:5][N:4]=1)=O.[NH2:14][CH2:15][C:16]([N:18]([CH2:21][CH2:22][N:23]([CH3:25])[CH3:24])[CH2:19][CH3:20])=[O:17], predict the reaction product. The product is: [CH3:24][N:23]([CH3:25])[CH2:22][CH2:21][N:18]([CH2:19][CH3:20])[C:16]([CH2:15][NH:14][CH2:1][C:3]1[CH:8]=[C:7]([C:9]([O:11][CH2:12][CH3:13])=[O:10])[CH:6]=[CH:5][N:4]=1)=[O:17]. (3) Given the reactants [C:1]([C:3]1[C:4](=[C:18]([C:21]#[N:22])[C:19]#[N:20])[O:5][C:6]([CH3:17])([CH3:16])[C:7]=1[C:8]1[CH:13]=[CH:12][C:11]([C:14]#[CH:15])=[CH:10][CH:9]=1)#[N:2].[N:23]([CH2:26][CH2:27][CH2:28][CH2:29][CH2:30][CH2:31][CH2:32][CH3:33])=[N+:24]=[N-:25].O=C1O[C@H]([C@H](CO)O)C([O-])=C1O.[Na+].O, predict the reaction product. The product is: [C:1]([C:3]1[C:4](=[C:18]([C:19]#[N:20])[C:21]#[N:22])[O:5][C:6]([CH3:17])([CH3:16])[C:7]=1[C:8]1[CH:13]=[CH:12][C:11]([C:14]2[N:25]=[N:24][N:23]([CH2:26][CH2:27][CH2:28][CH2:29][CH2:30][CH2:31][CH2:32][CH3:33])[CH:15]=2)=[CH:10][CH:9]=1)#[N:2]. (4) The product is: [NH2:20][C:15]1([CH2:14][NH:13][CH2:12][C@H:11]([NH:28][C:29](=[O:38])[C@H:30]([C:32]2[CH:37]=[CH:36][CH:35]=[CH:34][CH:33]=2)[CH3:31])[C:8]2[CH:9]=[CH:10][C:5]([O:4][CH2:3][CH:2]([CH3:1])[CH2:39][CH2:40][CH3:41])=[CH:6][CH:7]=2)[CH2:19][CH2:18][CH2:17][CH2:16]1. Given the reactants [CH3:1][CH:2]([CH2:39][CH2:40][CH3:41])[CH2:3][O:4][C:5]1[CH:10]=[CH:9][C:8]([C@@H:11]([NH:28][C:29](=[O:38])[C@H:30]([C:32]2[CH:37]=[CH:36][CH:35]=[CH:34][CH:33]=2)[CH3:31])[CH2:12][NH:13][CH2:14][C:15]2([NH:20]C(=O)OC(C)(C)C)[CH2:19][CH2:18][CH2:17][CH2:16]2)=[CH:7][CH:6]=1.C(O)(C(F)(F)F)=O, predict the reaction product.